From a dataset of hERG potassium channel inhibition data for cardiac toxicity prediction from Karim et al.. Regression/Classification. Given a drug SMILES string, predict its toxicity properties. Task type varies by dataset: regression for continuous values (e.g., LD50, hERG inhibition percentage) or binary classification for toxic/non-toxic outcomes (e.g., AMES mutagenicity, cardiotoxicity, hepatotoxicity). Dataset: herg_karim. (1) The drug is N#CC1(c2ccc(NC(=O)c3cccnc3NCc3ccncc3)cc2)CCCC1. The result is 0 (non-blocker). (2) The result is 1 (blocker). The compound is O=C(c1ccc2ncccc2c1)N1CCC(N2CCC(Cc3ccc(Cl)c(Cl)c3)[C@H](CO)C2)CC1.